Predict the reaction yield, written as a fraction of the theoretical maximum amount of product (1.0 means a 100% yield; for example, 0.34 means a 34% yield). From a dataset of Reaction yield outcomes from USPTO patents with 853,638 reactions. (1) The reactants are C(OC(=O)[NH:7][CH2:8][CH2:9][CH2:10][CH2:11][N:12]1[CH2:22][CH2:21][C:20]2[C:23]3[CH:13]1[CH2:14][C:15](=[O:28])[C:16]=3[C:17]([O:26][CH3:27])=[C:18]([O:24][CH3:25])[CH:19]=2)(C)(C)C.[ClH:30]. The catalyst is C(Cl)Cl.C(O)C.CCOCC. The product is [ClH:30].[ClH:30].[NH2:7][CH2:8][CH2:9][CH2:10][CH2:11][N:12]1[CH2:22][CH2:21][C:20]2[C:23]3[CH:13]1[CH2:14][C:15](=[O:28])[C:16]=3[C:17]([O:26][CH3:27])=[C:18]([O:24][CH3:25])[CH:19]=2. The yield is 0.800. (2) The reactants are [Cl:1][C:2]1[CH:3]=[N:4][CH:5]=[C:6]([Cl:10])[C:7]=1[CH2:8]O.[Br:11]P(Br)Br. The catalyst is ClCCl. The product is [BrH:11].[Br:11][CH2:8][C:7]1[C:2]([Cl:1])=[CH:3][N:4]=[CH:5][C:6]=1[Cl:10]. The yield is 0.980. (3) The reactants are F[C:2]1[C:7]([F:8])=[CH:6][CH:5]=[CH:4][C:3]=1[C:9]1[CH:18]=[CH:17][C:16]2[C:11](=[CH:12][CH:13]=[C:14]([OH:19])[CH:15]=2)[C:10]=1[C:20]([C:22]1[CH:27]=[CH:26][C:25]([O:28][CH2:29][CH2:30][N:31]2[CH2:36][CH2:35][CH2:34][CH2:33][CH2:32]2)=[CH:24][CH:23]=1)=[O:21].C([BH-](CC)CC)C.[Li+].C(O)(C)C.C(=O)(O)[O-].[Na+].C(Cl)(Cl)[Cl:55].C(O)(C)C. The catalyst is O1CCOCC1. The product is [ClH:55].[F:8][C:7]1[CH:6]=[CH:5][CH:4]=[C:3]2[C:2]=1[O:21][CH:20]([C:22]1[CH:23]=[CH:24][C:25]([O:28][CH2:29][CH2:30][N:31]3[CH2:36][CH2:35][CH2:34][CH2:33][CH2:32]3)=[CH:26][CH:27]=1)[C:10]1[C:9]2=[CH:18][CH:17]=[C:16]2[C:11]=1[CH:12]=[CH:13][C:14]([OH:19])=[CH:15]2. The yield is 0.350. (4) The reactants are [NH:1](C(OC(C)(C)C)=O)[C@@H:2]([C:29]([O:31][CH2:32][C:33]1[CH:38]=[CH:37][CH:36]=[CH:35][CH:34]=1)=[O:30])[CH2:3][CH2:4][C:5]([NH:7][C@@H:8]([C:19]([O:21][CH2:22][C:23]1[CH:28]=[CH:27][CH:26]=[CH:25][CH:24]=1)=[O:20])[CH2:9][C:10]1[C:18]2[C:13](=[CH:14][CH:15]=[CH:16][CH:17]=2)[NH:12][CH:11]=1)=[O:6].Cl. The catalyst is C(Cl)Cl.CCOCC. The product is [NH2:1][C@@H:2]([C:29]([O:31][CH2:32][C:33]1[CH:34]=[CH:35][CH:36]=[CH:37][CH:38]=1)=[O:30])[CH2:3][CH2:4][C:5]([NH:7][C@@H:8]([C:19]([O:21][CH2:22][C:23]1[CH:24]=[CH:25][CH:26]=[CH:27][CH:28]=1)=[O:20])[CH2:9][C:10]1[C:18]2[C:13](=[CH:14][CH:15]=[CH:16][CH:17]=2)[NH:12][CH:11]=1)=[O:6]. The yield is 0.780. (5) The reactants are [C:1]1([C:8]2[CH:13]=[CH:12][CH:11]=[CH:10][CH:9]=2)[C:2]([NH2:7])=[CH:3][CH:4]=[CH:5][CH:6]=1.Br[C:15]1[CH:20]=[CH:19][CH:18]=[CH:17][C:16]=1[C:21]1[CH:26]=[CH:25][CH:24]=[CH:23][CH:22]=1.C(O[Na])(C)(C)C. The catalyst is C1(C)C=CC=CC=1.C(P(C(C)(C)C)C(C)(C)C)(C)(C)C. The product is [C:1]1([C:8]2[CH:9]=[CH:10][CH:11]=[CH:12][CH:13]=2)[CH:6]=[CH:5][CH:4]=[CH:3][C:2]=1[NH:7][C:26]1[CH:25]=[CH:24][CH:23]=[CH:22][C:21]=1[C:16]1[CH:15]=[CH:20][CH:19]=[CH:18][CH:17]=1. The yield is 0.710. (6) The reactants are [C:1]([O:5][C:6]([NH:8][C@@H:9]([CH:13]([CH3:15])[CH3:14])[C:10]([OH:12])=[O:11])=[O:7])([CH3:4])([CH3:3])[CH3:2].[C:16]([O-])([O-])=O.[K+].[K+].CI. The catalyst is CN(C=O)C. The product is [C:1]([O:5][C:6]([NH:8][C@@H:9]([CH:13]([CH3:15])[CH3:14])[C:10]([O:12][CH3:16])=[O:11])=[O:7])([CH3:4])([CH3:3])[CH3:2]. The yield is 0.850. (7) The product is [CH3:31][O:30][C:28]1[CH:27]=[C:25]([NH:26][CH:2]([C:15]2[CH:20]=[CH:19][CH:18]=[CH:17][CH:16]=2)[C:3]([C:5]2[C:13]3[C:8](=[C:9]([CH3:14])[CH:10]=[CH:11][CH:12]=3)[NH:7][CH:6]=2)=[O:4])[CH:24]=[C:23]([O:22][CH3:21])[CH:29]=1. The catalyst is C(#N)C. The yield is 0.290. The reactants are Br[CH:2]([C:15]1[CH:20]=[CH:19][CH:18]=[CH:17][CH:16]=1)[C:3]([C:5]1[C:13]2[C:8](=[C:9]([CH3:14])[CH:10]=[CH:11][CH:12]=2)[NH:7][CH:6]=1)=[O:4].[CH3:21][O:22][C:23]1[CH:24]=[C:25]([CH:27]=[C:28]([O:30][CH3:31])[CH:29]=1)[NH2:26]. (8) The reactants are [C:1]1([C:7]([C:9]2[CH:18]=[C:17]3[C:12]([CH:13]=[C:14]([C:23]([O:25][CH2:26][CH3:27])=[O:24])[CH:15]([C:19]([F:22])([F:21])[F:20])[O:16]3)=[CH:11][CH:10]=2)=[CH2:8])[CH:6]=[CH:5][CH:4]=[CH:3][CH:2]=1. The catalyst is CCO.[Pd]. The product is [C:1]1([CH:7]([C:9]2[CH:18]=[C:17]3[C:12]([CH:13]=[C:14]([C:23]([O:25][CH2:26][CH3:27])=[O:24])[CH:15]([C:19]([F:21])([F:22])[F:20])[O:16]3)=[CH:11][CH:10]=2)[CH3:8])[CH:6]=[CH:5][CH:4]=[CH:3][CH:2]=1. The yield is 0.750. (9) The reactants are I.[Cl:2][C:3]1[CH:4]=[C:5]2[C:10](=[CH:11][CH:12]=1)[N:9]=[C:8](SC)[NH:7][CH:6]2[CH3:15].[O:16]([CH2:23][CH2:24][NH2:25])[C:17]1[CH:22]=[CH:21][CH:20]=[CH:19][CH:18]=1.[OH-].[Na+].C(Cl)Cl. The catalyst is C(#N)C.OO. The product is [Cl:2][C:3]1[CH:4]=[C:5]2[C:10](=[CH:11][CH:12]=1)[N:9]=[C:8]([NH:25][CH2:24][CH2:23][O:16][C:17]1[CH:22]=[CH:21][CH:20]=[CH:19][CH:18]=1)[NH:7][CH:6]2[CH3:15]. The yield is 0.930. (10) The reactants are Br[C:2]1[C:3]([NH2:22])=[N:4][CH:5]=[C:6]([C:8]2[CH:13]=[CH:12][C:11]([O:14][Si:15]([C:18]([CH3:21])([CH3:20])[CH3:19])([CH3:17])[CH3:16])=[CH:10][CH:9]=2)[N:7]=1.[CH3:23][N:24]([CH3:34])[C:25]1[CH:30]=[CH:29][C:28](B(O)O)=[CH:27][CH:26]=1.C([O-])([O-])=O.[Na+].[Na+].O. The catalyst is C1(C)C=CC=CC=1.C(O)C.Cl[Pd](Cl)([P](C1C=CC=CC=1)(C1C=CC=CC=1)C1C=CC=CC=1)[P](C1C=CC=CC=1)(C1C=CC=CC=1)C1C=CC=CC=1. The product is [Si:15]([O:14][C:11]1[CH:12]=[CH:13][C:8]([C:6]2[N:7]=[C:2]([C:28]3[CH:29]=[CH:30][C:25]([N:24]([CH3:34])[CH3:23])=[CH:26][CH:27]=3)[C:3]([NH2:22])=[N:4][CH:5]=2)=[CH:9][CH:10]=1)([C:18]([CH3:21])([CH3:20])[CH3:19])([CH3:17])[CH3:16]. The yield is 0.883.